This data is from NCI-60 drug combinations with 297,098 pairs across 59 cell lines. The task is: Regression. Given two drug SMILES strings and cell line genomic features, predict the synergy score measuring deviation from expected non-interaction effect. Drug 1: CC1C(C(CC(O1)OC2CC(CC3=C2C(=C4C(=C3O)C(=O)C5=C(C4=O)C(=CC=C5)OC)O)(C(=O)CO)O)N)O.Cl. Drug 2: C1CC(=O)NC(=O)C1N2CC3=C(C2=O)C=CC=C3N. Cell line: NCI/ADR-RES. Synergy scores: CSS=-0.226, Synergy_ZIP=0.378, Synergy_Bliss=-1.41, Synergy_Loewe=-3.55, Synergy_HSA=-3.41.